Dataset: Peptide-MHC class II binding affinity with 134,281 pairs from IEDB. Task: Regression. Given a peptide amino acid sequence and an MHC pseudo amino acid sequence, predict their binding affinity value. This is MHC class II binding data. The peptide sequence is VAFRAGLVMEAGSKVT. The MHC is DRB1_0301 with pseudo-sequence DRB1_0301. The binding affinity (normalized) is 0.231.